Dataset: Full USPTO retrosynthesis dataset with 1.9M reactions from patents (1976-2016). Task: Predict the reactants needed to synthesize the given product. (1) Given the product [CH2:1]([C:3]1[CH:4]=[C:5]([CH2:11][CH:12]([NH:17][C:18]([N:20]2[CH2:21][CH2:22][CH:23]([N:26]3[CH2:32][CH2:31][C:30]4[CH:33]=[CH:34][CH:35]=[CH:36][C:29]=4[NH:28][C:27]3=[O:37])[CH2:24][CH2:25]2)=[O:19])[C:13]([OH:15])=[O:14])[CH:6]=[CH:7][C:8]=1[CH2:9][CH3:10])[CH3:2], predict the reactants needed to synthesize it. The reactants are: [CH2:1]([C:3]1[CH:4]=[C:5]([CH2:11][CH:12]([NH:17][C:18]([N:20]2[CH2:25][CH2:24][CH:23]([N:26]3[CH2:32][CH2:31][C:30]4[CH:33]=[CH:34][CH:35]=[CH:36][C:29]=4[NH:28][C:27]3=[O:37])[CH2:22][CH2:21]2)=[O:19])[C:13]([O:15]C)=[O:14])[CH:6]=[CH:7][C:8]=1[CH2:9][CH3:10])[CH3:2].O.[OH-].[Li+]. (2) Given the product [CH3:1][O:2][NH:3][CH:4]([CH3:5])[CH2:6][CH2:7][CH2:8][N:9]1[C:21]2[C:20]3[CH:19]=[CH:18][CH:17]=[CH:16][C:15]=3[N:14]=[CH:13][C:12]=2[N:11]=[C:10]1[CH2:22][CH2:23][CH3:24], predict the reactants needed to synthesize it. The reactants are: [CH3:1][O:2][N:3]=[C:4]([CH2:6][CH2:7][CH2:8][N:9]1[C:21]2[C:20]3[CH:19]=[CH:18][CH:17]=[CH:16][C:15]=3[N:14]=[CH:13][C:12]=2[N:11]=[C:10]1[CH2:22][CH2:23][CH3:24])[CH3:5].CON=CCCCN1C2C3C=CC=CC=3N=CC=2N=C1CCC. (3) Given the product [F:1][C:2]([F:7])([F:6])[C:3]([O-:5])=[O:4].[Cl:8][CH2:9][C@H:10]([OH:21])[CH2:11][NH3+:13], predict the reactants needed to synthesize it. The reactants are: [F:1][C:2]([F:7])([F:6])[C:3]([OH:5])=[O:4].[Cl:8][CH2:9][CH:10]([OH:21])[C@H:11]([NH:13]C(=O)OC(C)(C)C)C. (4) Given the product [Br:28][CH2:1][C:2]1[CH:7]=[CH:6][C:5]([C:8]2[CH:13]=[CH:12][C:11]([C:14]([O:16][C:17]([CH3:20])([CH3:19])[CH3:18])=[O:15])=[CH:10][CH:9]=2)=[CH:4][CH:3]=1, predict the reactants needed to synthesize it. The reactants are: [CH3:1][C:2]1[CH:7]=[CH:6][C:5]([C:8]2[CH:13]=[CH:12][C:11]([C:14]([O:16][C:17]([CH3:20])([CH3:19])[CH3:18])=[O:15])=[CH:10][CH:9]=2)=[CH:4][CH:3]=1.C1C(=O)N([Br:28])C(=O)C1.C(OOC(=O)C1C=CC=CC=1)(=O)C1C=CC=CC=1. (5) Given the product [C:1]([O:5][C:6]([N:8]1[C:13]([CH3:20])=[CH:12][C:11]([Cl:14])=[CH:10][CH:9]1[CH2:15][CH2:16][CH2:17][CH2:18][CH3:19])=[O:7])([CH3:4])([CH3:3])[CH3:2], predict the reactants needed to synthesize it. The reactants are: [C:1]([O:5][C:6]([N:8]1[CH:13]=[CH:12][C:11]([Cl:14])=[CH:10][CH:9]1[CH2:15][CH2:16][CH2:17][CH2:18][CH3:19])=[O:7])([CH3:4])([CH3:3])[CH3:2].[CH2:20]([Li])CCC.IC.O. (6) Given the product [CH:2]([C:3]1[O:7][CH:6]=[N:5][C:4]=1[C:8]1[CH:15]=[CH:14][C:11]([C:12]#[N:13])=[CH:10][CH:9]=1)=[O:1], predict the reactants needed to synthesize it. The reactants are: [OH:1][CH2:2][C:3]1[O:7][CH:6]=[N:5][C:4]=1[C:8]1[CH:15]=[CH:14][C:11]([C:12]#[N:13])=[CH:10][CH:9]=1.